Predict the reactants needed to synthesize the given product. From a dataset of Full USPTO retrosynthesis dataset with 1.9M reactions from patents (1976-2016). (1) Given the product [OH:15][C@H:14]1[CH2:11][CH2:10][CH2:4][CH2:5][C@@H:6]1[NH:8][C:6](=[O:7])[C@@H:5]([OH:9])[C@@H:4]([NH2:1])[CH2:10][CH2:11][CH2:12][CH3:13], predict the reactants needed to synthesize it. The reactants are: [N:1]([CH:4]([CH2:10][CH2:11][CH2:12][CH3:13])[CH:5]([OH:9])[C:6]([NH2:8])=[O:7])=[N+]=[N-].[CH3:14][OH:15]. (2) The reactants are: C[O:2][C:3]1C=CC2CCN(C(OC(C)(C)C)=O)CC[C:5]=2[CH:4]=1.C[O:22][C:23]1[CH:39]=[CH:38][C:26]2[CH2:27][CH2:28][N:29]([C:32](=[O:37])[C:33]([F:36])([F:35])[F:34])[CH2:30][CH2:31][C:25]=2[CH:24]=1.[Al+3].[Cl-].[Cl-].[Cl-].C(Cl)(=O)CC.Cl. Given the product [OH:22][C:23]1[C:39]([C:3](=[O:2])[CH2:4][CH3:5])=[CH:38][C:26]2[CH2:27][CH2:28][N:29]([C:32](=[O:37])[C:33]([F:34])([F:35])[F:36])[CH2:30][CH2:31][C:25]=2[CH:24]=1, predict the reactants needed to synthesize it.